Dataset: Reaction yield outcomes from USPTO patents with 853,638 reactions. Task: Predict the reaction yield, written as a fraction of the theoretical maximum amount of product (1.0 means a 100% yield; for example, 0.34 means a 34% yield). (1) The reactants are [OH:1][C:2]1[CH:9]=[CH:8][C:5]([CH:6]=[O:7])=[CH:4][CH:3]=1.[CH3:10][O:11][C:12]1[CH:19]=[CH:18][C:15]([CH2:16]Cl)=[CH:14][CH:13]=1.C(=O)([O-])[O-].[K+].[K+]. The catalyst is CN(C=O)C. The product is [CH3:10][O:11][C:12]1[CH:19]=[CH:18][C:15]([CH2:16][O:1][C:2]2[CH:9]=[CH:8][C:5]([CH:6]=[O:7])=[CH:4][CH:3]=2)=[CH:14][CH:13]=1. The yield is 0.980. (2) The reactants are [CH2:1]([C:7]1[CH2:16][CH2:15][C:14]2[CH:13]=[C:12]([C@H:17]3[CH2:26][CH2:25][C@@:19]4([NH:23][C:22](=[O:24])[O:21][CH2:20]4)[CH2:18]3)[CH:11]=[CH:10][C:9]=2[CH:8]=1)[CH2:2][CH2:3][CH2:4][CH2:5][CH3:6].C[C@H]1[C@H](B)C[C@@H]2C[C@H]1C2(C)C.B.B(F)(F)F.[OH-].[Na+].OO. The catalyst is C(Cl)Cl.C1COCC1.O.CO. The product is [CH2:1]([CH:7]1[CH2:16][CH2:15][C:14]2[CH:13]=[C:12]([C@H:17]3[CH2:26][CH2:25][C@@:19]4([NH:23][C:22](=[O:24])[O:21][CH2:20]4)[CH2:18]3)[CH:11]=[CH:10][C:9]=2[CH2:8]1)[CH2:2][CH2:3][CH2:4][CH2:5][CH3:6]. The yield is 0.860. (3) The reactants are [Br:1][C:2]1[CH:15]=[CH:14][C:5]([CH2:6][S:7]([CH2:10][C:11](O)=O)(=[O:9])=[O:8])=[CH:4][CH:3]=1.[Cl:16][C:17]1[CH:24]=[CH:23][C:20](C=O)=[CH:19][CH:18]=1. No catalyst specified. The product is [Br:1][C:2]1[CH:15]=[CH:14][C:5]([CH2:6][S:7](/[CH:10]=[CH:11]/[C:20]2[CH:23]=[CH:24][C:17]([Cl:16])=[CH:18][CH:19]=2)(=[O:9])=[O:8])=[CH:4][CH:3]=1. The yield is 0.880. (4) The reactants are [OH:1][C:2]1[CH:7]=[C:6]([O:8][CH3:9])[CH:5]=[CH:4][C:3]=1[C:10]([C:12]1[CH:17]=[CH:16][CH:15]=[C:14]([O:18][CH2:19][C:20]2[N:21]=[C:22]([C:26]3[CH:31]=[CH:30][CH:29]=[CH:28][CH:27]=3)[O:23][C:24]=2[CH3:25])[CH:13]=1)=[O:11].O1CCCC1.C(O)C.[BH4-].[Na+]. The catalyst is O. The product is [OH:1][C:2]1[CH:7]=[C:6]([O:8][CH3:9])[CH:5]=[CH:4][C:3]=1[CH:10]([C:12]1[CH:17]=[CH:16][CH:15]=[C:14]([O:18][CH2:19][C:20]2[N:21]=[C:22]([C:26]3[CH:27]=[CH:28][CH:29]=[CH:30][CH:31]=3)[O:23][C:24]=2[CH3:25])[CH:13]=1)[OH:11]. The yield is 0.710. (5) The reactants are [CH2:1]([O:3][C:4]([C:6]1([NH:11][C:12]([CH:14]2[CH2:18][CH:17]([O:19][C:20]3[C:29]4[C:24](=[C:25]([CH3:32])[C:26]([O:30][CH3:31])=[CH:27][CH:28]=4)[N:23]=[C:22]([C:33]4[CH:38]=[CH:37][CH:36]=[C:35]([CH:39]([CH3:41])[CH3:40])[N:34]=4)[CH:21]=3)[CH2:16][CH:15]2[C:42](=[O:51])[N:43]([CH2:45][CH2:46][CH2:47][CH2:48]C=C)[CH3:44])=[O:13])[CH2:8][CH:7]1[CH:9]=[CH2:10])=[O:5])[CH3:2]. The catalyst is ClCCCl. The product is [CH2:1]([O:3][C:4]([C:6]12[CH2:8][CH:7]1[CH:9]=[CH:10][CH2:48][CH2:47][CH2:46][CH2:45][N:43]([CH3:44])[C:42](=[O:51])[CH:15]1[CH:14]([CH2:18][CH:17]([O:19][C:20]3[C:29]4[C:24](=[C:25]([CH3:32])[C:26]([O:30][CH3:31])=[CH:27][CH:28]=4)[N:23]=[C:22]([C:33]4[CH:38]=[CH:37][CH:36]=[C:35]([CH:39]([CH3:40])[CH3:41])[N:34]=4)[CH:21]=3)[CH2:16]1)[C:12](=[O:13])[NH:11]2)=[O:5])[CH3:2]. The yield is 0.660. (6) The reactants are [C:1]([O:5][C:6]([N:8]1[CH2:13][C@@H:12]2[CH2:14][C@H:9]1[CH2:10][N:11]2[C:15]([C@@:17]1([C:37]2([OH:41])[CH2:40][CH2:39][CH2:38]2)[CH2:21][CH2:20][C@@H:19]([N:22](C(=O)C(F)(F)F)[C@@H:23]2[C@H:28]([O:29][CH3:30])[CH2:27][O:26][CH2:25][CH2:24]2)[CH2:18]1)=[O:16])=[O:7])([CH3:4])([CH3:3])[CH3:2].[BH4-].[Na+]. The catalyst is C(O)C. The product is [C:1]([O:5][C:6]([N:8]1[CH2:13][C@@H:12]2[CH2:14][C@H:9]1[CH2:10][N:11]2[C:15]([C@@:17]1([C:37]2([OH:41])[CH2:40][CH2:39][CH2:38]2)[CH2:21][CH2:20][C@@H:19]([NH:22][C@@H:23]2[C@H:28]([O:29][CH3:30])[CH2:27][O:26][CH2:25][CH2:24]2)[CH2:18]1)=[O:16])=[O:7])([CH3:4])([CH3:2])[CH3:3]. The yield is 0.980.